From a dataset of Reaction yield outcomes from USPTO patents with 853,638 reactions. Predict the reaction yield, written as a fraction of the theoretical maximum amount of product (1.0 means a 100% yield; for example, 0.34 means a 34% yield). (1) The yield is 0.0700. The catalyst is C(O)C. The reactants are [N:1]([C:4]1[CH:11]=[CH:10][C:7]([C:8]#[N:9])=[CH:6][CH:5]=1)=[N+:2]=[N-:3].[C:12]([O:16][CH2:17][CH3:18])(=[O:15])[C:13]#[CH:14]. The product is [C:8]([C:7]1[CH:6]=[CH:5][C:4]([N:1]2[C:13]([C:12]([O:16][CH2:17][CH3:18])=[O:15])=[CH:14][N:3]=[N:2]2)=[CH:11][CH:10]=1)#[N:9]. (2) The reactants are [C:1]([NH:4][C:5]1[C:10]([C:11]2[C:16]([CH3:17])=[CH:15][C:14]([OH:18])=[CH:13][C:12]=2[CH3:19])=[CH:9][C:8]([C:20]([O:22][CH2:23][CH3:24])=[O:21])=[CH:7][CH:6]=1)(=[O:3])[CH3:2].[O:25]1[C:27]2([CH2:32][CH2:31][S:30][CH2:29][CH2:28]2)[CH2:26]1.C(=O)([O-])[O-].[K+].[K+].CCCCCC.C(OCC)(=O)C. The catalyst is CN(C)C=O.[Cl-].[Na+].O. The product is [C:1]([NH:4][C:5]1[C:10]([C:11]2[C:12]([CH3:19])=[CH:13][C:14]([O:18][CH2:26][C:27]3([OH:25])[CH2:32][CH2:31][S:30][CH2:29][CH2:28]3)=[CH:15][C:16]=2[CH3:17])=[CH:9][C:8]([C:20]([O:22][CH2:23][CH3:24])=[O:21])=[CH:7][CH:6]=1)(=[O:3])[CH3:2]. The yield is 0.390. (3) The reactants are [O:1]=[C:2]([N:26]1[CH2:31][CH2:30][N:29]([C:32](=[O:43])[C:33]2[CH:38]=[CH:37][CH:36]=[CH:35][C:34]=2[C:39]([F:42])([F:41])[F:40])[CH2:28][CH2:27]1)[CH2:3][NH:4][C:5]([C:7]1[CH:11]=[C:10]([C:12]2[CH:17]=[CH:16][CH:15]=[C:14]([O:18]CC3C=CC=CC=3)[CH:13]=2)[NH:9][N:8]=1)=[O:6]. The catalyst is CO.C(Cl)Cl.[Pd]. The product is [O:1]=[C:2]([N:26]1[CH2:27][CH2:28][N:29]([C:32](=[O:43])[C:33]2[CH:38]=[CH:37][CH:36]=[CH:35][C:34]=2[C:39]([F:40])([F:42])[F:41])[CH2:30][CH2:31]1)[CH2:3][NH:4][C:5]([C:7]1[CH:11]=[C:10]([C:12]2[CH:17]=[CH:16][CH:15]=[C:14]([OH:18])[CH:13]=2)[NH:9][N:8]=1)=[O:6]. The yield is 0.237. (4) The reactants are [CH3:1][C:2]1([C:6]([OH:8])=[O:7])[CH2:5][O:4][CH2:3]1.C([O-])([O-])=O.[K+].[K+].[CH2:15](Br)[C:16]1[CH:21]=[CH:20][CH:19]=[CH:18][CH:17]=1. The catalyst is CC#N. The product is [CH3:1][C:2]1([C:6]([O:8][CH2:15][C:16]2[CH:21]=[CH:20][CH:19]=[CH:18][CH:17]=2)=[O:7])[CH2:5][O:4][CH2:3]1. The yield is 0.350. (5) The reactants are ClC1C=CC=CC=1NC(=O)NC1C=CC(C2C=C3C(CN([C@@H](C(C)C)C(O)=O)C3=O)=CC=2)=NC=1.[CH2:35]1[C:43]2[C:38](=[CH:39][C:40]([NH:44][C:45](=[O:72])[NH:46][C:47]3[CH:52]=[CH:51][C:50]([C:53]4[CH:61]=[C:60]5[C:56]([CH2:57][N:58]([C@@H:63]([CH:68]([CH3:70])[CH3:69])[C:64]([O:66]C)=[O:65])[C:59]5=[O:62])=[CH:55][CH:54]=4)=[CH:49][C:48]=3[F:71])=[CH:41][CH:42]=2)[CH2:37][CH2:36]1. No catalyst specified. The product is [CH2:35]1[C:43]2[C:38](=[CH:39][C:40]([NH:44][C:45](=[O:72])[NH:46][C:47]3[CH:52]=[CH:51][C:50]([C:53]4[CH:61]=[C:60]5[C:56]([CH2:57][N:58]([C@@H:63]([CH:68]([CH3:69])[CH3:70])[C:64]([OH:66])=[O:65])[C:59]5=[O:62])=[CH:55][CH:54]=4)=[CH:49][C:48]=3[F:71])=[CH:41][CH:42]=2)[CH2:37][CH2:36]1. The yield is 0.820. (6) The reactants are [OH:1][C:2]1[CH:41]=[CH:40][C:5]([CH2:6][N:7]([CH2:32][C:33]([O:35][C:36]([CH3:39])([CH3:38])[CH3:37])=[O:34])[C:8](=[O:31])[C:9]2[CH:14]=[CH:13][C:12]([NH:15][C:16](=[O:30])[CH2:17][C:18]3[CH:23]=[CH:22][C:21]([O:24][CH3:25])=[CH:20][C:19]=3[C:26]([F:29])([F:28])[F:27])=[CH:11][CH:10]=2)=[CH:4][CH:3]=1.[Br:42][C:43]1[CH:51]=[CH:50][C:46]([C:47](Cl)=[O:48])=[CH:45][CH:44]=1. The catalyst is C(Cl)Cl. The product is [Br:42][C:43]1[CH:51]=[CH:50][C:46]([C:47]([O:1][C:2]2[CH:3]=[CH:4][C:5]([CH2:6][N:7]([CH2:32][C:33]([O:35][C:36]([CH3:37])([CH3:38])[CH3:39])=[O:34])[C:8](=[O:31])[C:9]3[CH:10]=[CH:11][C:12]([NH:15][C:16](=[O:30])[CH2:17][C:18]4[CH:23]=[CH:22][C:21]([O:24][CH3:25])=[CH:20][C:19]=4[C:26]([F:28])([F:29])[F:27])=[CH:13][CH:14]=3)=[CH:40][CH:41]=2)=[O:48])=[CH:45][CH:44]=1. The yield is 0.630. (7) The catalyst is [Pd].CC(O)=O. The product is [CH2:11]1[CH:10]2[CH2:9][NH:8][CH2:17][CH2:16][N:15]2[CH2:14][CH:13]([C:18]2[N:26]3[C:21]([C:22]([NH2:27])=[N:23][CH:24]=[N:25]3)=[C:20]([C:28]3[CH:29]=[CH:30][C:31]4[C:35]([CH:36]=3)=[N:34][N:33]([C:37]3[CH:42]=[CH:41][CH:40]=[CH:39][CH:38]=3)[CH:32]=4)[CH:19]=2)[O:12]1. The reactants are C([N:8]1[CH2:17][CH2:16][N:15]2[CH:10]([CH2:11][O:12][CH:13]([C:18]3[N:26]4[C:21]([C:22]([NH2:27])=[N:23][CH:24]=[N:25]4)=[C:20]([C:28]4[CH:29]=[CH:30][C:31]5[C:35]([CH:36]=4)=[N:34][N:33]([C:37]4[CH:42]=[CH:41][CH:40]=[CH:39][CH:38]=4)[CH:32]=5)[CH:19]=3)[CH2:14]2)[CH2:9]1)C1C=CC=CC=1. The yield is 0.290.